This data is from Peptide-MHC class II binding affinity with 134,281 pairs from IEDB. The task is: Regression. Given a peptide amino acid sequence and an MHC pseudo amino acid sequence, predict their binding affinity value. This is MHC class II binding data. (1) The peptide sequence is YKLEHPVTGCGER. The MHC is DRB1_0401 with pseudo-sequence DRB1_0401. The binding affinity (normalized) is 0.330. (2) The peptide sequence is AAPLSWSKDIYNYME. The MHC is HLA-DQA10101-DQB10501 with pseudo-sequence HLA-DQA10101-DQB10501. The binding affinity (normalized) is 0.161. (3) The peptide sequence is DFLELLRYLAVELLP. The MHC is DRB1_1501 with pseudo-sequence DRB1_1501. The binding affinity (normalized) is 0.325. (4) The peptide sequence is EPIAPYHFDLSGHAF. The MHC is DRB1_1101 with pseudo-sequence DRB1_1101. The binding affinity (normalized) is 0.477. (5) The peptide sequence is NGCFKIYHKCDNACI. The MHC is DRB1_1501 with pseudo-sequence DRB1_1501. The binding affinity (normalized) is 0.174. (6) The peptide sequence is SVRFSWLSLLVPFVQWF. The MHC is DRB3_0202 with pseudo-sequence DRB3_0202. The binding affinity (normalized) is 0.224. (7) The peptide sequence is FILATDIAEMGANLC. The MHC is DRB1_0301 with pseudo-sequence DRB1_0301. The binding affinity (normalized) is 0.851. (8) The peptide sequence is SGHAFGAMAKKGDEQ. The MHC is HLA-DQA10401-DQB10402 with pseudo-sequence HLA-DQA10401-DQB10402. The binding affinity (normalized) is 0.0557. (9) The peptide sequence is VNKYLKVVFIPNYNV. The MHC is HLA-DQA10101-DQB10501 with pseudo-sequence HLA-DQA10101-DQB10501. The binding affinity (normalized) is 0.173. (10) The MHC is DRB1_0802 with pseudo-sequence DRB1_0802. The peptide sequence is GELQIVDKITAAFKI. The binding affinity (normalized) is 0.597.